Predict which catalyst facilitates the given reaction. From a dataset of Catalyst prediction with 721,799 reactions and 888 catalyst types from USPTO. (1) Reactant: [BH4-].[Na+].[CH:3]1([C:9]2[C:18]3[C:13](=[CH:14][C:15]([O:19][CH3:20])=[CH:16][CH:17]=3)[CH2:12][CH2:11][N:10]=2)[CH2:8][CH2:7][CH2:6][CH2:5][CH2:4]1. Product: [CH:3]1([CH:9]2[C:18]3[C:13](=[CH:14][C:15]([O:19][CH3:20])=[CH:16][CH:17]=3)[CH2:12][CH2:11][NH:10]2)[CH2:4][CH2:5][CH2:6][CH2:7][CH2:8]1. The catalyst class is: 5. (2) Reactant: [CH:1]1([N:6]2[CH:10]=[C:9]([CH:11]([C:20]([O:22][CH3:23])=[O:21])[C:12]([O:14][CH:15]3[CH2:19][CH2:18][CH2:17][CH2:16]3)=[O:13])[N:8]=[CH:7]2)[CH2:5][CH2:4][CH2:3][CH2:2]1.[H-].[Na+].Br[CH2:27][C:28]1[CH:29]=[CH:30][C:31]([NH:34]C(=O)OC(C)(C)C)=[N:32][CH:33]=1. Product: [NH2:34][C:31]1[N:32]=[CH:33][C:28]([CH2:27][C:11]([C:9]2[N:8]=[CH:7][N:6]([CH:1]3[CH2:2][CH2:3][CH2:4][CH2:5]3)[CH:10]=2)([C:20]([O:22][CH3:23])=[O:21])[C:12]([O:14][CH:15]2[CH2:16][CH2:17][CH2:18][CH2:19]2)=[O:13])=[CH:29][CH:30]=1. The catalyst class is: 3. (3) Reactant: [N:1]1[CH:6]=[CH:5][C:4]([CH3:7])=[CH:3][CH:2]=1.[CH2:8]([Li])[CH2:9][CH2:10]C.N1C=CC(C[Li])=CC=1.BrCCC. Product: [CH2:7]([C:4]1[CH:5]=[CH:6][N:1]=[CH:2][CH:3]=1)[CH2:8][CH2:9][CH3:10]. The catalyst class is: 20. (4) Reactant: [NH2:1][C:2]1[CH:3]=[N:4][C:5]2[C:10]([C:11]=1[NH:12][C@H:13]([CH2:25][NH:26][S:27]([CH3:30])(=[O:29])=[O:28])[CH2:14][CH2:15][CH2:16][NH:17][C:18](=[O:24])[O:19][C:20]([CH3:23])([CH3:22])[CH3:21])=[CH:9][CH:8]=[CH:7][CH:6]=2.Cl.[Cl:32][CH2:33][C:34](=N)OCC.C([O-])(O)=O.[Na+].C(Cl)(Cl)Cl. The catalyst class is: 26. Product: [Cl:32][CH2:33][C:34]1[N:12]([C@H:13]([CH2:25][NH:26][S:27]([CH3:30])(=[O:29])=[O:28])[CH2:14][CH2:15][CH2:16][NH:17][C:18](=[O:24])[O:19][C:20]([CH3:21])([CH3:22])[CH3:23])[C:11]2[C:10]3[CH:9]=[CH:8][CH:7]=[CH:6][C:5]=3[N:4]=[CH:3][C:2]=2[N:1]=1.